This data is from Forward reaction prediction with 1.9M reactions from USPTO patents (1976-2016). The task is: Predict the product of the given reaction. Given the reactants [H-].[Na+].Br[CH2:4][CH3:5].[Cl:6][C:7]1[CH:12]=[CH:11][C:10]([CH2:13][C:14]#[N:15])=[CH:9][CH:8]=1, predict the reaction product. The product is: [Cl:6][C:7]1[CH:12]=[CH:11][C:10]([CH:13]([CH2:4][CH3:5])[C:14]#[N:15])=[CH:9][CH:8]=1.